From a dataset of Reaction yield outcomes from USPTO patents with 853,638 reactions. Predict the reaction yield, written as a fraction of the theoretical maximum amount of product (1.0 means a 100% yield; for example, 0.34 means a 34% yield). (1) The yield is 0.400. The catalyst is O1CCCC1.[NH4+].[Cl-]. The product is [F:16][C:17]1[CH:23]=[CH:22][CH:21]=[C:20]([F:24])[C:18]=1[C:2]1[CH:7]=[CH:6][CH:5]=[C:4]([C:8]2[CH:13]=[CH:12][C:11]([F:14])=[CH:10][C:9]=2[CH3:15])[N:3]=1. The reactants are Br[C:2]1[CH:7]=[CH:6][CH:5]=[C:4]([C:8]2[CH:13]=[CH:12][C:11]([F:14])=[CH:10][C:9]=2[CH3:15])[N:3]=1.[F:16][C:17]1[CH:23]=[CH:22][CH:21]=[C:20]([F:24])[C:18]=1N.[H-].[Na+]. (2) The reactants are [O:1]=O.[CH2:3]([N:5]1[C:11]2[N:12]=[CH:13][C:14]([CH2:16][CH:17]=C)=[CH:15][C:10]=2[C:9](=[O:19])[N:8]([CH3:20])[C:7]2[CH:21]=[CH:22][C:23]([F:25])=[N:24][C:6]1=2)[CH3:4].[BH4-].[Na+].[NH4+].[Cl-]. The catalyst is C(Cl)Cl.CO. The product is [CH2:3]([N:5]1[C:11]2[N:12]=[CH:13][C:14]([CH2:16][CH2:17][OH:1])=[CH:15][C:10]=2[C:9](=[O:19])[N:8]([CH3:20])[C:7]2[CH:21]=[CH:22][C:23]([F:25])=[N:24][C:6]1=2)[CH3:4]. The yield is 0.720. (3) The reactants are C[Si](OS(C(F)(F)F)(=O)=O)(C)C.[Cl:13][C:14]([Cl:52])([Cl:51])[CH2:15][O:16][C:17]([C@@H:19]1[CH2:24][CH2:23][CH2:22][N:21]([C:25](=[O:50])[C@@H:26]([NH:42][C:43](OC(C)(C)C)=[O:44])[CH2:27][C:28]2[CH:33]=[CH:32][CH:31]=[C:30]([O:34][Si:35]([C:38]([CH3:41])([CH3:40])[CH3:39])([CH3:37])[CH3:36])[CH:29]=2)[NH:20]1)=[O:18].C(N(CC)C(C)C)(C)C.[C:62]([O:66][C:67]([NH:69][C@@H:70]([CH2:74][C:75]1[CH:80]=[CH:79][C:78]([O:81][CH3:82])=[CH:77][CH:76]=1)C(O)=O)=[O:68])([CH3:65])([CH3:64])[CH3:63]. The catalyst is ClCCl.C(#N)C. The product is [Cl:13][C:14]([Cl:52])([Cl:51])[CH2:15][O:16][C:17]([C@@H:19]1[CH2:24][CH2:23][CH2:22][N:21]([C:25](=[O:50])[C@@H:26]([NH:42][C:43](=[O:44])[C@@H:70]([NH:69][C:67]([O:66][C:62]([CH3:65])([CH3:64])[CH3:63])=[O:68])[CH2:74][C:75]2[CH:76]=[CH:77][C:78]([O:81][CH3:82])=[CH:79][CH:80]=2)[CH2:27][C:28]2[CH:33]=[CH:32][CH:31]=[C:30]([O:34][Si:35]([C:38]([CH3:39])([CH3:41])[CH3:40])([CH3:37])[CH3:36])[CH:29]=2)[NH:20]1)=[O:18]. The yield is 0.670. (4) The product is [Br:1][C:2]1[C:3]([F:22])=[C:4]([C:9]([CH3:21])=[C:10]([N:12]([CH2:19][CH3:20])[CH:13]2[CH2:18][CH2:17][O:16][CH2:15][CH2:14]2)[CH:11]=1)[C:5]([OH:7])=[O:6]. The catalyst is O1CCCC1.CO. The reactants are [Br:1][C:2]1[C:3]([F:22])=[C:4]([C:9]([CH3:21])=[C:10]([N:12]([CH2:19][CH3:20])[CH:13]2[CH2:18][CH2:17][O:16][CH2:15][CH2:14]2)[CH:11]=1)[C:5]([O:7]C)=[O:6].[OH-].[Na+].Cl. The yield is 0.950. (5) The reactants are [H-].[Na+].[OH:3][CH2:4][C@H:5]1[C@H:14]2[CH2:15][CH2:16][N:17]([C:18]([C@H:20]3[CH2:25][CH2:24][CH2:23][CH2:22][C@H:21]3[NH:26][C:27](=[O:34])[C:28]3[CH:33]=[CH:32][CH:31]=[CH:30][CH:29]=3)=[O:19])[C@H:13]2[C:12]2[CH:11]=[CH:10][CH:9]=[CH:8][C:7]=2[NH:6]1.CI.[C:37](=O)([O-])O.[Na+]. The catalyst is O1CCCC1. The product is [CH3:37][O:3][CH2:4][C@H:5]1[C@H:14]2[CH2:15][CH2:16][N:17]([C:18]([C@H:20]3[CH2:25][CH2:24][CH2:23][CH2:22][C@H:21]3[NH:26][C:27](=[O:34])[C:28]3[CH:29]=[CH:30][CH:31]=[CH:32][CH:33]=3)=[O:19])[C@H:13]2[C:12]2[CH:11]=[CH:10][CH:9]=[CH:8][C:7]=2[NH:6]1. The yield is 0.840. (6) The reactants are [NH:1](C(OCC1C2C(=CC=CC=2)C2C1=CC=CC=2)=O)[C@H:2](C(O)=O)[CH2:3]CCCNC(OC(C)(C)C)=O.C(Cl)CCl.C1C=CC2N(O)N=NC=2C=1.CC(NO[C:55]([C:57]1[CH:62]=[CH:61][CH:60]=[CH:59][CH:58]=1)=[O:56])(C)C. The catalyst is C1COCC1.[Cu](Cl)Cl.CN(C=O)C. The product is [NH:1]1[C:61]2[CH:60]=[CH:59][CH:58]=[C:57]([CH:55]=[O:56])[C:62]=2[CH:3]=[CH:2]1. The yield is 0.420. (7) The reactants are [C:1]([O:5][C:6](=[O:15])[CH2:7]/[N:8]=[CH:9]/[CH2:10][C:11]([CH3:14])([CH3:13])[CH3:12])([CH3:4])([CH3:3])[CH3:2].[Cl:16][C:17]1[CH:18]=[C:19](/[CH:23]=[C:24](/[C:27]2[CH:32]=[CH:31][C:30]([Cl:33])=[CH:29][CH:28]=2)\[C:25]#[N:26])[CH:20]=[CH:21][CH:22]=1.C(N(CC)CC)C. The catalyst is C(Cl)CCl. The product is [C:1]([O:5][C:6]([CH:7]1[CH:23]([C:19]2[CH:20]=[CH:21][CH:22]=[C:17]([Cl:16])[CH:18]=2)[C:24]([C:27]2[CH:28]=[CH:29][C:30]([Cl:33])=[CH:31][CH:32]=2)([C:25]#[N:26])[CH:9]([CH2:10][C:11]([CH3:14])([CH3:13])[CH3:12])[NH:8]1)=[O:15])([CH3:4])([CH3:3])[CH3:2]. The yield is 0.0880.